From a dataset of Forward reaction prediction with 1.9M reactions from USPTO patents (1976-2016). Predict the product of the given reaction. Given the reactants [C:9](O[C:9]([O:11][C:12]([CH3:15])([CH3:14])[CH3:13])=[O:10])([O:11][C:12]([CH3:15])([CH3:14])[CH3:13])=[O:10].[NH2:16][C:17]1[N:18]([CH3:38])[C:19](=[O:37])[C@@H:20]2[C@@H:25]([CH3:26])[O:24][CH2:23][C@:21]2([C:27]2[CH:32]=[C:31]([N+:33]([O-:35])=[O:34])[CH:30]=[CH:29][C:28]=2[F:36])[N:22]=1.C(N(C(C)C)C(C)C)C, predict the reaction product. The product is: [F:36][C:28]1[CH:29]=[CH:30][C:31]([N+:33]([O-:35])=[O:34])=[CH:32][C:27]=1[C@:21]12[CH2:23][O:24][C@H:25]([CH3:26])[C@H:20]1[C:19](=[O:37])[N:18]([CH3:38])[C:17]([NH:16][C:9](=[O:10])[O:11][C:12]([CH3:13])([CH3:14])[CH3:15])=[N:22]2.